This data is from Forward reaction prediction with 1.9M reactions from USPTO patents (1976-2016). The task is: Predict the product of the given reaction. (1) Given the reactants [CH:1]1([CH2:4][O:5][C:6]2[N:11]=[CH:10][C:9]([O:12][C@@H:13]3[CH2:17][CH2:16][NH:15][C:14]3=[O:18])=[CH:8][CH:7]=2)[CH2:3][CH2:2]1.Br[C:20]1[C:28]([F:29])=[C:27]2[C:23]([CH2:24][CH2:25][CH:26]2[OH:30])=[C:22]([F:31])[CH:21]=1, predict the reaction product. The product is: [CH:1]1([CH2:4][O:5][C:6]2[N:11]=[CH:10][C:9]([O:12][C@@H:13]3[CH2:17][CH2:16][N:15]([C:20]4[C:28]([F:29])=[C:27]5[C:23](=[C:22]([F:31])[CH:21]=4)[CH2:24][CH2:25][CH:26]5[OH:30])[C:14]3=[O:18])=[CH:8][CH:7]=2)[CH2:2][CH2:3]1. (2) Given the reactants [CH3:1][CH:2]([CH2:4][N:5]([S:29]([C:32]1[CH:33]=[CH:34][C:35]([NH2:38])=[CH:36][CH:37]=1)(=[O:31])=[O:30])[CH2:6][C@@H:7]([OH:28])[C@@H:8]([NH:16][C:17]([O:19][C@@H:20]1[C@@H:24]2[CH2:25][CH2:26][O:27][C@@H:23]2[O:22][CH2:21]1)=[O:18])[CH2:9][C:10]1[CH:11]=[CH:12][CH:13]=[CH:14][CH:15]=1)[CH3:3].COCCO, predict the reaction product. The product is: [CH3:3][CH:2]([CH2:4][N:5]([S:29]([C:32]1[CH:37]=[CH:36][C:35]([NH2:38])=[CH:34][CH:33]=1)(=[O:31])=[O:30])[CH2:6][C@@H:7]([OH:28])[C@@H:8]([NH:16][C:17]([O:19][C@@H:20]1[C@@H:24]2[CH2:25][CH2:26][O:27][C@@H:23]2[O:22][CH2:21]1)=[O:18])[CH2:9][C:10]1[CH:15]=[CH:14][CH:13]=[CH:12][CH:11]=1)[CH3:1].